From a dataset of TCR-epitope binding with 47,182 pairs between 192 epitopes and 23,139 TCRs. Binary Classification. Given a T-cell receptor sequence (or CDR3 region) and an epitope sequence, predict whether binding occurs between them. The epitope is PKYVKQNTLKLAT. The TCR CDR3 sequence is CASSVLTDNGYTF. Result: 1 (the TCR binds to the epitope).